Dataset: Full USPTO retrosynthesis dataset with 1.9M reactions from patents (1976-2016). Task: Predict the reactants needed to synthesize the given product. (1) Given the product [CH3:44][O:43][N:42]([CH3:41])[C:9]([C:6]1[CH:5]=[N:4][C:3]([O:2][CH3:1])=[CH:8][N:7]=1)=[O:11], predict the reactants needed to synthesize it. The reactants are: [CH3:1][O:2][C:3]1[N:4]=[CH:5][C:6]([C:9]([OH:11])=O)=[N:7][CH:8]=1.C(N(CC)CC)C.C(N=C=NCCCN(C)C)C.ON1C2C=CC=CC=2N=N1.Cl.[CH3:41][NH:42][O:43][CH3:44]. (2) Given the product [Cl:23][C:20]1[CH:21]=[CH:22][C:17]([CH2:16][N:15]2[C:14]3[C:9](=[N:10][C:11]([O:24][CH2:25][C:26]4[CH:31]=[CH:30][CH:29]=[CH:28][N:27]=4)=[CH:12][CH:13]=3)[CH:8]=[C:7]2[CH2:6][C:5]([CH3:33])([CH3:32])[C:4]([OH:34])=[O:3])=[CH:18][CH:19]=1, predict the reactants needed to synthesize it. The reactants are: C([O:3][C:4](=[O:34])[C:5]([CH3:33])([CH3:32])[CH2:6][C:7]1[N:15]([CH2:16][C:17]2[CH:22]=[CH:21][C:20]([Cl:23])=[CH:19][CH:18]=2)[C:14]2[C:9](=[N:10][C:11]([O:24][CH2:25][C:26]3[CH:31]=[CH:30][CH:29]=[CH:28][N:27]=3)=[CH:12][CH:13]=2)[CH:8]=1)C.CO.[Li+].[OH-].C(O)(=O)CC(CC(O)=O)(C(O)=O)O. (3) Given the product [CH2:9]([O:11][C:12](=[O:26])[C:13]([CH3:14])([O:15][C:16]1[CH:17]=[C:18]2[C:23](=[CH:24][CH:25]=1)[N:22]=[CH:21][CH:20]=[CH:19]2)[CH:39]([C:38]1[CH:37]=[CH:36][C:35]([O:34][CH2:27][C:28]2[CH:29]=[CH:30][CH:31]=[CH:32][CH:33]=2)=[CH:42][CH:41]=1)[OH:40])[CH3:10], predict the reactants needed to synthesize it. The reactants are: [Li+].CC([N-]C(C)C)C.[CH2:9]([O:11][C:12](=[O:26])[CH:13]([O:15][C:16]1[CH:17]=[C:18]2[C:23](=[CH:24][CH:25]=1)[N:22]=[CH:21][CH:20]=[CH:19]2)[CH3:14])[CH3:10].[CH2:27]([O:34][C:35]1[CH:42]=[CH:41][C:38]([CH:39]=[O:40])=[CH:37][CH:36]=1)[C:28]1[CH:33]=[CH:32][CH:31]=[CH:30][CH:29]=1.CC(O)=O. (4) The reactants are: C(C(C1C=C(C=CC=1)C(NC1C=CC(C)=C(N[C:20]([C:22]2[N:27]=[C:26]([N:28]3[CH2:33][CH2:32][CH2:31][CH2:30][CH2:29]3)[N:25]=[C:24]([CH3:34])[CH:23]=2)=[O:21])C=1)=O)(C)C)#N.[Li+].[OH-:39]. Given the product [CH3:34][C:24]1[N:25]=[C:26]([N:28]2[CH2:33][CH2:32][CH2:31][CH2:30][CH2:29]2)[N:27]=[C:22]([C:20]([OH:21])=[O:39])[CH:23]=1, predict the reactants needed to synthesize it. (5) Given the product [CH:18]1([C:16]([NH:15][C:13]2[N:14]=[C:9]3[CH:8]=[CH:7][C:6]([O:5][C:4]4[CH:3]=[C:2]([NH:1][C:28](=[O:29])[C:27]5[CH:31]=[CH:32][CH:33]=[N:34][C:26]=5[C:25]([F:36])([F:24])[F:35])[CH:23]=[CH:22][CH:21]=4)=[N:11][N:10]3[CH:12]=2)=[O:17])[CH2:20][CH2:19]1, predict the reactants needed to synthesize it. The reactants are: [NH2:1][C:2]1[CH:3]=[C:4]([CH:21]=[CH:22][CH:23]=1)[O:5][C:6]1[CH:7]=[CH:8][C:9]2[N:10]([CH:12]=[C:13]([NH:15][C:16]([CH:18]3[CH2:20][CH2:19]3)=[O:17])[N:14]=2)[N:11]=1.[F:24][C:25]([F:36])([F:35])[C:26]1[N:34]=[CH:33][CH:32]=[CH:31][C:27]=1[C:28](O)=[O:29].Cl.CN(C)CCCN=C=NCC.ON1C2C=CC=CC=2N=N1.[Cl-].[NH4+]. (6) Given the product [ClH:41].[Cl:42][C:7]1[CH:6]=[C:5]([CH2:4][C:3]([OH:43])=[O:2])[CH:10]=[CH:9][C:8]=1[O:11][CH2:12][CH2:13][CH2:14][N:15]([CH2:30][C:31]1[CH:36]=[CH:35][CH:34]=[C:33]([C:37]([F:40])([F:39])[F:38])[C:32]=1[Cl:41])[CH2:16][CH:17]([C:24]1[CH:29]=[CH:28][CH:27]=[CH:26][CH:25]=1)[C:18]1[CH:19]=[CH:20][CH:21]=[CH:22][CH:23]=1, predict the reactants needed to synthesize it. The reactants are: C[O:2][C:3](=[O:43])[CH2:4][C:5]1[CH:10]=[CH:9][C:8]([O:11][CH2:12][CH2:13][CH2:14][N:15]([CH2:30][C:31]2[CH:36]=[CH:35][CH:34]=[C:33]([C:37]([F:40])([F:39])[F:38])[C:32]=2[Cl:41])[CH2:16][CH:17]([C:24]2[CH:29]=[CH:28][CH:27]=[CH:26][CH:25]=2)[C:18]2[CH:23]=[CH:22][CH:21]=[CH:20][CH:19]=2)=[C:7]([Cl:42])[CH:6]=1.C1COCC1.[Li+].[OH-]. (7) Given the product [O:11]=[C:4]1[CH:5]([C:8]([OH:9])=[O:10])[CH2:7][CH2:6][N:20]1[C:19]1[CH:21]=[CH:22][C:16]([O:15][C:14]([F:13])([F:23])[F:24])=[CH:17][CH:18]=1, predict the reactants needed to synthesize it. The reactants are: CC1(C)[O:9][C:8](=[O:10])[C:5]2([CH2:7][CH2:6]2)[C:4](=[O:11])O1.[F:13][C:14]([F:24])([F:23])[O:15][C:16]1[CH:22]=[CH:21][C:19]([NH2:20])=[CH:18][CH:17]=1. (8) Given the product [CH3:21][O:20][C:17]1[CH:16]=[CH:15][C:14]([C:10]2([C:22]3[CH:23]=[CH:24][C:25]([O:28][CH3:29])=[CH:26][CH:27]=3)[CH2:11][CH2:12][CH2:13][NH:8][CH2:9]2)=[CH:19][CH:18]=1, predict the reactants needed to synthesize it. The reactants are: C([N:8]1[CH2:13][CH2:12][CH2:11][C:10]([C:22]2[CH:27]=[CH:26][C:25]([O:28][CH3:29])=[CH:24][CH:23]=2)([C:14]2[CH:19]=[CH:18][C:17]([O:20][CH3:21])=[CH:16][CH:15]=2)[CH2:9]1)C1C=CC=CC=1.